This data is from Full USPTO retrosynthesis dataset with 1.9M reactions from patents (1976-2016). The task is: Predict the reactants needed to synthesize the given product. Given the product [O:18]1[CH2:26][CH2:21][CH:16]([NH:17][C:48]([C:45]2[NH:46][CH:47]=[C:43]([C:41]([C:40]3[C:36]([C:31]4[CH:32]=[CH:33][C:34]([F:35])=[C:29]([F:28])[CH:30]=4)=[N:37][O:38][C:39]=3[CH3:54])=[O:42])[CH:44]=2)=[O:53])[CH2:15][CH2:19]1, predict the reactants needed to synthesize it. The reactants are: C1(CNC(C2NC=C(C([C:15]3[C:16]([C:21]4[CH:26]=CC(F)=CC=4)=[N:17][O:18][C:19]=3C)=O)C=2)=O)CC1.[F:28][C:29]1[CH:30]=[C:31]([C:36]2[C:40]([C:41]([C:43]3[CH:44]=[C:45]([C:48](=[O:53])C(Cl)(Cl)Cl)[NH:46][CH:47]=3)=[O:42])=[C:39]([CH3:54])[O:38][N:37]=2)[CH:32]=[CH:33][C:34]=1[F:35].